From a dataset of Forward reaction prediction with 1.9M reactions from USPTO patents (1976-2016). Predict the product of the given reaction. The product is: [Cl:4][C:5]1[CH:12]=[CH:11][CH:10]=[CH:9][C:6]=1[CH2:7][C:1]#[N:2]. Given the reactants [C-:1]#[N:2].[Na+].[Cl:4][C:5]1[CH:12]=[CH:11][CH:10]=[CH:9][C:6]=1[CH2:7]Cl, predict the reaction product.